From a dataset of Catalyst prediction with 721,799 reactions and 888 catalyst types from USPTO. Predict which catalyst facilitates the given reaction. (1) Reactant: [CH3:1][C:2]1[CH:7]=[CH:6][C:5]([S:8]([NH:11][C:12]2[CH:17]=[CH:16][C:15]([O:18][C:19]3[CH:24]=[CH:23][CH:22]=[C:21]([N+:25]([O-:27])=[O:26])[CH:20]=3)=[CH:14][N:13]=2)(=[O:10])=[O:9])=[CH:4][CH:3]=1.C(N(CC)C(C)C)(C)C.CN(C)C=O.I[CH2:43][C:44]([NH2:46])=[O:45]. Product: [CH3:1][C:2]1[CH:7]=[CH:6][C:5]([S:8]([N:11]=[C:12]2[CH:17]=[CH:16][C:15]([O:18][C:19]3[CH:24]=[CH:23][CH:22]=[C:21]([N+:25]([O-:27])=[O:26])[CH:20]=3)=[CH:14][N:13]2[CH2:43][C:44]([NH2:46])=[O:45])(=[O:9])=[O:10])=[CH:4][CH:3]=1. The catalyst class is: 6. (2) Reactant: [OH:1][C:2]([CH2:18][S:19]([C:22]1[CH:27]=[CH:26][C:25]([O:28][CH3:29])=[CH:24][CH:23]=1)(=[O:21])=[O:20])([CH2:6][NH:7][C:8]([C:10]1[CH:15]=[CH:14][C:13]([O:16][CH3:17])=[CH:12][CH:11]=1)=[O:9])[C:3](O)=[O:4].Cl.CN(C)CCCN=C=NCC.Cl.C([O:47][NH2:48])(C)(C)C.CN1CCOCC1. Product: [OH:47][NH:48][C:3](=[O:4])[C:2]([OH:1])([CH2:18][S:19]([C:22]1[CH:27]=[CH:26][C:25]([O:28][CH3:29])=[CH:24][CH:23]=1)(=[O:21])=[O:20])[CH2:6][NH:7][C:8]([C:10]1[CH:15]=[CH:14][C:13]([O:16][CH3:17])=[CH:12][CH:11]=1)=[O:9]. The catalyst class is: 2. (3) Reactant: [Br:1][C:2]1[CH:13]=[CH:12][C:5]2[C:6]([CH3:11])=[N:7][CH2:8][CH2:9][O:10][C:4]=2[CH:3]=1.CC([O-])=O.[Na+]. Product: [Br:1][C:2]1[CH:13]=[CH:12][C:5]2[CH:6]([CH3:11])[NH:7][CH2:8][CH2:9][O:10][C:4]=2[CH:3]=1. The catalyst class is: 5. (4) Reactant: [S:1]1[C:5](B(O)O)=[CH:4][C:3]2[CH:9]=[CH:10][CH:11]=[CH:12][C:2]1=2.Cl[C:14]1[CH:15]=[C:16]2[C:21](=[CH:22][C:23]=1[N:24]([CH:26]([CH3:28])[CH3:27])[CH3:25])[CH:20]=[C:19]([C:29]([O:31][CH3:32])=[O:30])[CH:18]=[CH:17]2.[O-]P([O-])([O-])=O.[K+].[K+].[K+]. Product: [S:1]1[C:5]([C:14]2[CH:15]=[C:16]3[C:21](=[CH:22][C:23]=2[N:24]([CH:26]([CH3:28])[CH3:27])[CH3:25])[CH:20]=[C:19]([C:29]([O:31][CH3:32])=[O:30])[CH:18]=[CH:17]3)=[CH:4][C:3]2[CH:9]=[CH:10][CH:11]=[CH:12][C:2]1=2. The catalyst class is: 70.